Dataset: Reaction yield outcomes from USPTO patents with 853,638 reactions. Task: Predict the reaction yield, written as a fraction of the theoretical maximum amount of product (1.0 means a 100% yield; for example, 0.34 means a 34% yield). (1) The reactants are C(OC(=O)[C:7]1[CH:12]=[C:11]([N:13]2[CH2:17][CH2:16][CH2:15][C:14]2=[O:18])[CH:10]=[C:9](Br)[CH:8]=1)(C)(C)C.C[C:22](C)([O-:24])C.[Na+].C1(P(C2CCCCC2)[C:34]2C=CC=[CH:36][C:35]=2[C:40]2C=CC=CC=2)CCCCC1.[CH2:52]([NH:54][CH2:55][C:56]1[CH:61]=[CH:60][CH:59]=[CH:58][CH:57]=1)[CH3:53].[OH2:62]. The catalyst is CCOC(C)=O.C1C=CC(/C=C/C(/C=C/C2C=CC=CC=2)=O)=CC=1.C1C=CC(/C=C/C(/C=C/C2C=CC=CC=2)=O)=CC=1.C1C=CC(/C=C/C(/C=C/C2C=CC=CC=2)=O)=CC=1.[Pd].[Pd].C1(C)C=CC=CC=1. The product is [C:35]([O:62][C:22](=[O:24])[C:12]1[CH:7]=[CH:8][CH:9]=[C:10]([N:54]([CH2:55][C:56]2[CH:61]=[CH:60][CH:59]=[CH:58][CH:57]=2)[CH2:52][CH3:53])[C:11]=1[N:13]1[CH2:17][CH2:16][CH2:15][C:14]1=[O:18])([CH3:40])([CH3:36])[CH3:34]. The yield is 0.600. (2) The reactants are [F:1][C:2]1[C:3]([NH:16][C:17]2[CH:22]=[CH:21][C:20]([I:23])=[CH:19][C:18]=2[F:24])=[C:4]([C:9]([N:11]2[CH2:14][CH:13]([NH2:15])[CH2:12]2)=[O:10])[CH:5]=[CH:6][C:7]=1[F:8].C1CN([P+](ON2N=NC3C=CC=CC2=3)(N2CCCC2)N2CCCC2)CC1.F[P-](F)(F)(F)(F)F.C(N(CC)C(C)C)(C)C.[Br:67][CH2:68][C:69](O)=[O:70]. The catalyst is CN(C)C=O. The product is [Br:67][CH2:68][C:69]([NH:15][CH:13]1[CH2:14][N:11]([C:9]([C:4]2[CH:5]=[CH:6][C:7]([F:8])=[C:2]([F:1])[C:3]=2[NH:16][C:17]2[CH:22]=[CH:21][C:20]([I:23])=[CH:19][C:18]=2[F:24])=[O:10])[CH2:12]1)=[O:70]. The yield is 0.820. (3) The catalyst is C(Cl)Cl. The product is [F:33][C:32]1[C:18]2[N:19]([C:23]3[CH:24]=[N:25][C:26]([O:30][CH3:31])=[C:27]([CH3:29])[CH:28]=3)[CH2:20][CH2:21][O:22][C:17]=2[CH:16]=[CH:15][C:14]=1[O:13][C@H:10]1[CH2:11][CH2:12][NH:8][CH2:9]1. The reactants are C(OC([N:8]1[CH2:12][CH2:11][C@H:10]([O:13][C:14]2[CH:15]=[CH:16][C:17]3[O:22][CH2:21][CH2:20][N:19]([C:23]4[CH:24]=[N:25][C:26]([O:30][CH3:31])=[C:27]([CH3:29])[CH:28]=4)[C:18]=3[C:32]=2[F:33])[CH2:9]1)=O)(C)(C)C.Cl.O1CCOCC1. The yield is 0.790. (4) The reactants are [Cl:1][C:2]1[CH:7]=[C:6]([O:8][CH3:9])[N:5]=[C:4]([O:10][CH3:11])[N:3]=1.C([O-])(O)=O.[Na+].CO.[Br:19]Br. The catalyst is O. The product is [Br:19][C:7]1[C:2]([Cl:1])=[N:3][C:4]([O:10][CH3:11])=[N:5][C:6]=1[O:8][CH3:9]. The yield is 0.860. (5) The reactants are Br[C:2]1[CH:7]=[C:6]([N+:8]([O-:10])=[O:9])[CH:5]=[C:4]([F:11])[C:3]=1[NH2:12].[CH3:13][C:14]([CH3:18])([CH3:17])[C:15]#[CH:16]. The catalyst is CCN(CC)CC.[Cu]I.Cl[Pd](Cl)([P](C1C=CC=CC=1)(C1C=CC=CC=1)C1C=CC=CC=1)[P](C1C=CC=CC=1)(C1C=CC=CC=1)C1C=CC=CC=1. The product is [CH3:13][C:14]([CH3:18])([CH3:17])[C:15]#[C:16][C:2]1[CH:7]=[C:6]([N+:8]([O-:10])=[O:9])[CH:5]=[C:4]([F:11])[C:3]=1[NH2:12]. The yield is 0.360. (6) The reactants are [CH2:1]([C:8]1[CH:9]=[N:10][N:11]2[C:16](N(C)C3C=CC=CC=3)=[N:15][C:14]([CH3:25])=[N:13][C:12]=12)[C:2]1[CH:7]=[CH:6][CH:5]=[CH:4][CH:3]=1.[OH-:26].[Na+]. The catalyst is O.CCO. The product is [CH2:1]([C:8]1[CH:9]=[N:10][N:11]2[C:16](=[O:26])[NH:15][C:14]([CH3:25])=[N:13][C:12]=12)[C:2]1[CH:7]=[CH:6][CH:5]=[CH:4][CH:3]=1. The yield is 0.680. (7) The reactants are C(O[C:6]([N:8]1[CH2:13][CH2:12][N:11]([C:14]2[C:19]([NH:20][S:21]([CH3:24])(=[O:23])=[O:22])=[CH:18][CH:17]=[CH:16][C:15]=2[Cl:25])[CH2:10][CH2:9]1)=O)(C)(C)C.FC(F)(F)C(O)=O.[CH3:33][S:34]([N:37]1[CH2:42][CH2:41][C:40]2[N:43]([CH2:56][CH:57]3C[O:58]3)[N:44]=[C:45]([C:46]3[CH:51]=[CH:50][C:49]([C:52]([F:55])([F:54])[F:53])=[CH:48][CH:47]=3)[C:39]=2[CH2:38]1)(=[O:36])=[O:35]. The yield is 0.200. The product is [Cl:25][C:15]1[C:14]([N:11]2[CH2:10][CH2:9][N:8]([CH2:6][CH:57]([OH:58])[CH2:56][N:43]3[C:40]4[CH2:41][CH2:42][N:37]([S:34]([CH3:33])(=[O:36])=[O:35])[CH2:38][C:39]=4[C:45]([C:46]4[CH:51]=[CH:50][C:49]([C:52]([F:54])([F:55])[F:53])=[CH:48][CH:47]=4)=[N:44]3)[CH2:13][CH2:12]2)=[C:19]([NH:20][S:21]([CH3:24])(=[O:22])=[O:23])[CH:18]=[CH:17][CH:16]=1. The catalyst is C(Cl)Cl. (8) The reactants are Cl[C:2]1[CH:7]=[CH:6][N:5]=[C:4]([N:8]2[CH2:19][CH2:18][N:17]3[C:10](=[CH:11][C:12]4[CH2:13][C:14]([CH3:21])([CH3:20])[CH2:15][C:16]=43)[C:9]2=[O:22])[C:3]=1[CH:23]=[O:24].[CH3:25][N:26]1[C:31](=[O:32])[C:30]([NH:33][C:34]2[CH:46]=[C:37]3[CH2:38][N:39]([CH:42]4[CH2:45][O:44][CH2:43]4)[CH2:40][CH2:41][N:36]3[N:35]=2)=[CH:29][C:28](B(O)O)=[CH:27]1.[O-]P([O-])([O-])=O.[K+].[K+].[K+].O.O.O.C([O-])(=O)C.[Na+]. The catalyst is O.C1C=CC(P(C2C=CC=CC=2)[C-]2C=CC=C2)=CC=1.C1C=CC(P(C2C=CC=CC=2)[C-]2C=CC=C2)=CC=1.Cl[Pd]Cl.[Fe+2].C(#N)C. The product is [CH3:20][C:14]1([CH3:21])[CH2:13][C:12]2[CH:11]=[C:10]3[N:17]([CH2:18][CH2:19][N:8]([C:4]4[C:3]([CH:23]=[O:24])=[C:2]([C:28]5[CH:29]=[C:30]([NH:33][C:34]6[CH:46]=[C:37]7[CH2:38][N:39]([CH:42]8[CH2:45][O:44][CH2:43]8)[CH2:40][CH2:41][N:36]7[N:35]=6)[C:31](=[O:32])[N:26]([CH3:25])[CH:27]=5)[CH:7]=[CH:6][N:5]=4)[C:9]3=[O:22])[C:16]=2[CH2:15]1. The yield is 0.310. (9) The reactants are [F:1][C:2]([F:12])([F:11])[C:3]1[CH:10]=[CH:9][C:6]([CH:7]=O)=[CH:5][CH:4]=1.S([O-])([O-])(=O)=O.[Mg+2].[NH2:19][C:20]1[CH:28]=[CH:27][CH:26]=[C:25]2[C:21]=1[CH2:22][O:23][C:24]2=[O:29]. The catalyst is C(#N)C. The product is [F:1][C:2]([F:12])([F:11])[C:3]1[CH:10]=[CH:9][C:6](/[CH:7]=[N:19]/[C:20]2[CH:28]=[CH:27][CH:26]=[C:25]3[C:21]=2[CH2:22][O:23][C:24]3=[O:29])=[CH:5][CH:4]=1. The yield is 0.680. (10) The reactants are [Br:1][C:2]1[N:7]=[C:6]([C:8](OCC)=[O:9])[C:5]([Cl:13])=[CH:4][CH:3]=1.[H-].C([Al+]CC(C)C)C(C)C.C(O)(=O)CC(CC(O)=O)(C(O)=O)O. The catalyst is ClCCl. The product is [Br:1][C:2]1[N:7]=[C:6]([CH2:8][OH:9])[C:5]([Cl:13])=[CH:4][CH:3]=1. The yield is 0.650.